From a dataset of Reaction yield outcomes from USPTO patents with 853,638 reactions. Predict the reaction yield, written as a fraction of the theoretical maximum amount of product (1.0 means a 100% yield; for example, 0.34 means a 34% yield). (1) The reactants are [Cl:1][C:2]1[CH:7]=[CH:6][C:5]([C:8]#[C:9][C:10]2[CH:17]=[CH:16][C:13]([CH:14]=O)=[CH:12][CH:11]=2)=[CH:4][CH:3]=1.[NH2:18][C:19]1[CH:31]=[CH:30][C:22]2[O:23][C:24]([CH3:29])([CH3:28])[O:25][C:26](=[O:27])[C:21]=2[CH:20]=1.O. The catalyst is C1(C)C=CC=CC=1. The product is [Cl:1][C:2]1[CH:7]=[CH:6][C:5]([C:8]#[C:9][C:10]2[CH:17]=[CH:16][C:13](/[CH:14]=[N:18]/[C:19]3[CH:31]=[CH:30][C:22]4[O:23][C:24]([CH3:28])([CH3:29])[O:25][C:26](=[O:27])[C:21]=4[CH:20]=3)=[CH:12][CH:11]=2)=[CH:4][CH:3]=1. The yield is 0.920. (2) The reactants are [CH:1]1[CH:5]=[C:4]([CH:6]=O)[O:3][CH:2]=1.C(O)(=O)[CH2:9][C:10]([OH:12])=[O:11].N1CCCCC1.Cl. The catalyst is N1C=CC=CC=1.O. The product is [O:3]1[CH:2]=[CH:1][CH:5]=[C:4]1/[CH:6]=[CH:9]/[C:10]([OH:12])=[O:11]. The yield is 0.920. (3) The reactants are [F:1][C:2]1[C:3]2[N:4]([CH:12]=[CH:13][N:14]=2)[CH:5]=[CH:6][C:7]=1[C:8]([OH:11])([CH3:10])[CH3:9].[Br:15]Br.[Br-].[K+].C([O-])(=O)C.[Na+]. The catalyst is CO. The product is [Br:15][C:12]1[N:4]2[CH:5]=[CH:6][C:7]([C:8]([OH:11])([CH3:10])[CH3:9])=[C:2]([F:1])[C:3]2=[N:14][CH:13]=1. The yield is 0.450. (4) The catalyst is COCCOC.C1C=CC([P]([Pd]([P](C2C=CC=CC=2)(C2C=CC=CC=2)C2C=CC=CC=2)([P](C2C=CC=CC=2)(C2C=CC=CC=2)C2C=CC=CC=2)[P](C2C=CC=CC=2)(C2C=CC=CC=2)C2C=CC=CC=2)(C2C=CC=CC=2)C2C=CC=CC=2)=CC=1. The product is [Cl:1][C:2]1[CH:3]=[C:4]([C:13]2[C:14]([O:29][CH3:30])=[CH:15][C:16]([C:21]([CH3:27])([CH3:28])[C:22]([O:24][CH2:25][CH3:26])=[O:23])=[CH:17][C:18]=2[O:19][CH3:20])[CH:5]=[C:6]([Cl:8])[CH:7]=1. The yield is 0.540. The reactants are [Cl:1][C:2]1[CH:3]=[C:4](B(O)O)[CH:5]=[C:6]([Cl:8])[CH:7]=1.Br[C:13]1[C:18]([O:19][CH3:20])=[CH:17][C:16]([C:21]([CH3:28])([CH3:27])[C:22]([O:24][CH2:25][CH3:26])=[O:23])=[CH:15][C:14]=1[O:29][CH3:30].[OH-].[Ba+2].[OH-].